This data is from Full USPTO retrosynthesis dataset with 1.9M reactions from patents (1976-2016). The task is: Predict the reactants needed to synthesize the given product. (1) Given the product [OH:1][C:2]1[CH:3]=[CH:4][C:5]([CH3:8])=[N+:6]([O-:17])[CH:7]=1, predict the reactants needed to synthesize it. The reactants are: [OH:1][C:2]1[CH:3]=[CH:4][C:5]([CH3:8])=[N:6][CH:7]=1.ClC1C=CC=C(C(OO)=[O:17])C=1. (2) Given the product [CH:1]1([N:4]([CH2:18][CH2:19][O:20][CH2:21][C:22]([N:69]2[CH2:68][CH2:67][C:66]([CH2:72][NH:73][C:74](=[O:81])[C:75]3[CH:80]=[CH:79][N:78]=[CH:77][CH:76]=3)([N:63]3[CH2:62][CH2:61][N:60]([CH:57]4[CH2:58][CH2:59]4)[CH2:65][CH2:64]3)[CH2:71][CH2:70]2)=[O:23])[S:5]([C:8]2[CH:13]=[CH:12][CH:11]=[CH:10][C:9]=2[C:14]([F:15])([F:17])[F:16])(=[O:7])=[O:6])[CH2:2][CH2:3]1, predict the reactants needed to synthesize it. The reactants are: [CH:1]1([N:4]([CH2:18][CH2:19][O:20][CH2:21][C:22](O)=[O:23])[S:5]([C:8]2[CH:13]=[CH:12][CH:11]=[CH:10][C:9]=2[C:14]([F:17])([F:16])[F:15])(=[O:7])=[O:6])[CH2:3][CH2:2]1.C(N(C(C)C)CC)(C)C.C1C=CC2N(O)N=NC=2C=1.CCN=C=NCCCN(C)C.Cl.Cl.[CH:57]1([N:60]2[CH2:65][CH2:64][N:63]([C:66]3([CH2:72][NH:73][C:74](=[O:81])[C:75]4[CH:80]=[CH:79][N:78]=[CH:77][CH:76]=4)[CH2:71][CH2:70][NH:69][CH2:68][CH2:67]3)[CH2:62][CH2:61]2)[CH2:59][CH2:58]1. (3) Given the product [CH2:1]([O:3][C:4](=[O:28])[C:5]1[CH:10]=[CH:9][C:8]([C:11]2[N:31]([CH3:30])[O:32][C:13]([C:18]3[CH:23]=[C:22]([Cl:24])[CH:21]=[C:20]([Cl:25])[CH:19]=3)([C:14]([F:17])([F:16])[F:15])[CH:12]=2)=[CH:7][C:6]=1[CH3:27])[CH3:2], predict the reactants needed to synthesize it. The reactants are: [CH2:1]([O:3][C:4](=[O:28])[C:5]1[CH:10]=[CH:9][C:8]([C:11](=O)[CH:12]=[C:13]([C:18]2[CH:23]=[C:22]([Cl:24])[CH:21]=[C:20]([Cl:25])[CH:19]=2)[C:14]([F:17])([F:16])[F:15])=[CH:7][C:6]=1[CH3:27])[CH3:2].Cl.[CH3:30][NH:31][OH:32].C(N(CC)CC)C. (4) Given the product [Br:1][C:2]1[N:3]=[C:4]([NH2:11])[CH:5]=[C:6]([O:8][CH3:9])[CH:7]=1, predict the reactants needed to synthesize it. The reactants are: [Br:1][C:2]1[CH:7]=[C:6]([O:8][CH3:9])[CH:5]=[C:4](Br)[N:3]=1.[NH3:11]. (5) Given the product [CH3:1][CH:2]([CH3:38])[CH2:3][CH2:4][N:5]([CH2:17][C:18]1[CH:19]=[CH:20][C:21]([CH2:22][O:23][C:24]2[CH:25]=[CH:26][C:27]([CH2:30][CH2:31][C:32]([OH:34])=[O:33])=[CH:28][CH:29]=2)=[CH:36][CH:37]=1)[C:6]1[S:7][CH:8]=[C:9]([C:11]2[CH:12]=[CH:13][CH:14]=[CH:15][CH:16]=2)[N:10]=1, predict the reactants needed to synthesize it. The reactants are: [CH3:1][CH:2]([CH3:38])[CH2:3][CH2:4][N:5]([CH2:17][C:18]1[CH:37]=[CH:36][C:21]([CH2:22][O:23][C:24]2[CH:29]=[CH:28][C:27]([CH2:30][CH2:31][C:32]([O:34]C)=[O:33])=[CH:26][CH:25]=2)=[CH:20][CH:19]=1)[C:6]1[S:7][CH:8]=[C:9]([C:11]2[CH:16]=[CH:15][CH:14]=[CH:13][CH:12]=2)[N:10]=1.O.Cl. (6) Given the product [S:1]1[C:5]2[CH:6]=[CH:7][CH:8]=[CH:9][C:4]=2[C:3]([N:10]2[CH2:15][CH2:14][N:13]([CH2:16][CH:17]([C:19]3[CH:20]=[C:21]4[C:25](=[CH:26][CH:27]=3)[C:24]([CH3:28])([CH3:29])[C:23](=[O:30])[C:22]4([CH3:32])[CH3:31])[OH:18])[CH2:12][CH2:11]2)=[N:2]1, predict the reactants needed to synthesize it. The reactants are: [S:1]1[C:5]2[CH:6]=[CH:7][CH:8]=[CH:9][C:4]=2[C:3]([N:10]2[CH2:15][CH2:14][N:13]([CH2:16][C:17]([C:19]3[CH:20]=[C:21]4[C:25](=[CH:26][CH:27]=3)[C:24]([CH3:29])([CH3:28])[C:23](=[O:30])[C:22]4([CH3:32])[CH3:31])=[O:18])[CH2:12][CH2:11]2)=[N:2]1.[BH4-].[Na+]. (7) The reactants are: CC(OC(=O)[NH:7][CH2:8][CH2:9][CH2:10][CH:11]([NH:16][C:17]1[CH:22]=[C:21]([C:23]([F:26])([F:25])[F:24])[CH:20]=[CH:19][C:18]=1[C:27]#[N:28])[CH2:12][CH:13]([CH3:15])[CH3:14])(C)C.Cl.[C:31]([OH:38])(=[O:37])/[CH:32]=[CH:33]/[C:34]([OH:36])=[O:35].C(O)C. Given the product [C:31]([OH:38])(=[O:37])/[CH:32]=[CH:33]/[C:34]([OH:36])=[O:35].[NH2:7][CH2:8][CH2:9][CH2:10][CH:11]([NH:16][C:17]1[CH:22]=[C:21]([C:23]([F:24])([F:25])[F:26])[CH:20]=[CH:19][C:18]=1[C:27]#[N:28])[CH2:12][CH:13]([CH3:15])[CH3:14], predict the reactants needed to synthesize it. (8) Given the product [C:8]1([C:14]#[C:15][C:16]2[CH:34]=[CH:33][C:19]([C:20]([NH:22][C:23]3[CH:28]=[CH:27][CH:26]=[CH:25][C:24]=3[S:29]([NH:30][C:5](=[S:6])[CH2:4][CH2:1][CH2:2][CH3:3])(=[O:32])=[O:31])=[O:21])=[CH:18][CH:17]=2)[CH:9]=[CH:10][CH:11]=[CH:12][CH:13]=1, predict the reactants needed to synthesize it. The reactants are: [CH2:1]([CH2:4][C:5](O)=[S:6])[CH2:2][CH3:3].[C:8]1([C:14]#[C:15][C:16]2[CH:34]=[CH:33][C:19]([C:20]([NH:22][C:23]3[CH:28]=[CH:27][CH:26]=[CH:25][C:24]=3[S:29](=[O:32])(=[O:31])[NH2:30])=[O:21])=[CH:18][CH:17]=2)[CH:13]=[CH:12][CH:11]=[CH:10][CH:9]=1.S(Cl)(C1C=CC(C)=CC=1)(=O)=O. (9) Given the product [OH:8][CH2:9][CH:10]1[O:14][N:13]=[C:12]([C:15]2[CH:16]=[CH:17][C:18]([C:21]3[CH:22]=[CH:23][C:24]([N:27]4[CH2:31][C@H:30]([CH2:32][N:33]5[CH:37]=[C:36]([CH3:38])[N:35]=[N:34]5)[O:29][C:28]4=[O:39])=[CH:25][CH:26]=3)=[CH:19][CH:20]=2)[CH2:11]1, predict the reactants needed to synthesize it. The reactants are: [Si]([O:8][CH2:9][CH:10]1[O:14][N:13]=[C:12]([C:15]2[CH:20]=[CH:19][C:18]([C:21]3[CH:26]=[CH:25][C:24]([N:27]4[CH2:31][C@H:30]([CH2:32][N:33]5[CH:37]=[C:36]([CH3:38])[N:35]=[N:34]5)[O:29][C:28]4=[O:39])=[CH:23][CH:22]=3)=[CH:17][CH:16]=2)[CH2:11]1)(C(C)(C)C)(C)C.[F-].C([N+](CCCC)(CCCC)CCCC)CCC.O. (10) Given the product [N+:1]([C:4]1[CH:5]=[C:6]([C:11]2[CH:16]=[CH:15][CH:14]=[CH:13][C:12]=2[C:17]([F:18])([F:19])[F:20])[CH:7]=[CH:8][C:9]=1[NH:10][C:32]([C:29]1[S:28][C:27]([C:23]([CH3:26])([CH3:25])[CH3:24])=[N:31][CH:30]=1)=[O:33])([O-:3])=[O:2], predict the reactants needed to synthesize it. The reactants are: [N+:1]([C:4]1[CH:5]=[C:6]([C:11]2[CH:16]=[CH:15][CH:14]=[CH:13][C:12]=2[C:17]([F:20])([F:19])[F:18])[CH:7]=[CH:8][C:9]=1[NH2:10])([O-:3])=[O:2].[H-].[Na+].[C:23]([C:27]1[S:28][C:29]([C:32](O)=[O:33])=[CH:30][N:31]=1)([CH3:26])([CH3:25])[CH3:24].C(Cl)(=O)C(Cl)=O.